From a dataset of Catalyst prediction with 721,799 reactions and 888 catalyst types from USPTO. Predict which catalyst facilitates the given reaction. (1) Reactant: Cl.[CH:2]([N:5]1[C:13]2[C:8](=[CH:9][C:10]([C:14]3[O:18][N:17]=[C:16]([C:19]4[CH:28]=[CH:27][CH:26]=[C:25]5[C:20]=4[CH2:21][CH2:22][CH2:23][CH:24]5[NH2:29])[N:15]=3)=[CH:11][CH:12]=2)[CH:7]=[CH:6]1)([CH3:4])[CH3:3].Cl[C:31](Cl)([O:33]C(=O)OC(Cl)(Cl)Cl)Cl.C(N(CC)CC)C.[NH:49]1[CH2:53][CH2:52][CH:51]([OH:54])[CH2:50]1. Product: [CH:2]([N:5]1[C:13]2[C:8](=[CH:9][C:10]([C:14]3[O:18][N:17]=[C:16]([C:19]4[CH:28]=[CH:27][CH:26]=[C:25]5[C:20]=4[CH2:21][CH2:22][CH2:23][CH:24]5[NH:29][C:31]([N:49]4[CH2:53][CH2:52][CH:51]([OH:54])[CH2:50]4)=[O:33])[N:15]=3)=[CH:11][CH:12]=2)[CH:7]=[CH:6]1)([CH3:4])[CH3:3]. The catalyst class is: 46. (2) Reactant: [CH3:1][O:2][C:3]1[C:8]([CH:9]=[O:10])=[C:7]([C:11]([F:14])([F:13])[F:12])[N:6]=[CH:5][N:4]=1.[BH4-].[Na+]. Product: [CH3:1][O:2][C:3]1[C:8]([CH2:9][OH:10])=[C:7]([C:11]([F:13])([F:12])[F:14])[N:6]=[CH:5][N:4]=1. The catalyst class is: 8. (3) Reactant: [ClH:1].[N:2]1([CH2:8][C:9]2[CH:10]=[C:11]3[C:16](=[CH:17][CH:18]=2)[CH2:15][N:14]([CH:19]2[CH2:23][CH2:22][N:21](C(OC(C)(C)C)=O)[CH2:20]2)[CH2:13][CH2:12]3)[CH2:7][CH2:6][CH2:5][CH2:4][CH2:3]1. Product: [ClH:1].[ClH:1].[ClH:1].[N:2]1([CH2:8][C:9]2[CH:10]=[C:11]3[C:16](=[CH:17][CH:18]=2)[CH2:15][N:14]([CH:19]2[CH2:23][CH2:22][NH:21][CH2:20]2)[CH2:13][CH2:12]3)[CH2:7][CH2:6][CH2:5][CH2:4][CH2:3]1. The catalyst class is: 5. (4) Reactant: C([O-])([O-])=O.[Cs+].[Cs+].Br[CH2:8][C:9]([O:11][CH2:12][CH3:13])=[O:10].[F:14][C:15]1[CH:20]=[CH:19][C:18]([C:21]2[C:30]3[C:25](=[CH:26][C:27]([S:31]([N:34]([CH2:40][C:41]4[CH:46]=[CH:45][C:44]([O:47][CH3:48])=[CH:43][CH:42]=4)[C:35]4[S:36][CH:37]=[CH:38][N:39]=4)(=[O:33])=[O:32])=[CH:28][CH:29]=3)[CH:24]=[CH:23][N:22]=2)=[C:17]([OH:49])[CH:16]=1. Product: [F:14][C:15]1[CH:20]=[CH:19][C:18]([C:21]2[C:30]3[C:25](=[CH:26][C:27]([S:31](=[O:32])(=[O:33])[N:34]([CH2:40][C:41]4[CH:46]=[CH:45][C:44]([O:47][CH3:48])=[CH:43][CH:42]=4)[C:35]4[S:36][CH:37]=[CH:38][N:39]=4)=[CH:28][CH:29]=3)[CH:24]=[CH:23][N:22]=2)=[C:17]([CH:16]=1)[O:49][CH2:8][C:9]([O:11][CH2:12][CH3:13])=[O:10]. The catalyst class is: 31. (5) Reactant: [C:1]([C:3]1[C:4]([CH:19]([C:25]2[CH:30]=[CH:29][C:28]([Cl:31])=[C:27]([Cl:32])[CH:26]=2)[CH2:20][CH2:21][N:22]([CH3:24])[CH3:23])=[C:5]([C:14]([O:16]CC)=[O:15])[S:6][C:7]=1[N:8]1[CH2:13][CH2:12][O:11][CH2:10][CH2:9]1)#[N:2].[OH-].[Na+].Cl. Product: [C:1]([C:3]1[C:4]([CH:19]([C:25]2[CH:30]=[CH:29][C:28]([Cl:31])=[C:27]([Cl:32])[CH:26]=2)[CH2:20][CH2:21][N:22]([CH3:24])[CH3:23])=[C:5]([C:14]([OH:16])=[O:15])[S:6][C:7]=1[N:8]1[CH2:9][CH2:10][O:11][CH2:12][CH2:13]1)#[N:2]. The catalyst class is: 24. (6) Reactant: [CH3:1][C:2]1[N:7]=[C:6]([C:8](=[N:10][OH:11])[NH2:9])[CH:5]=[C:4]([C:12]2[CH:17]=[CH:16][C:15]([F:18])=[CH:14][CH:13]=2)[N:3]=1.[C:19](N1C=CN=C1)(N1C=CN=C1)=[O:20].N12CCCN=C1CCCCC2.Cl. Product: [CH3:1][C:2]1[N:7]=[C:6]([C:8]2[NH:10][O:11][C:19](=[O:20])[N:9]=2)[CH:5]=[C:4]([C:12]2[CH:17]=[CH:16][C:15]([F:18])=[CH:14][CH:13]=2)[N:3]=1. The catalyst class is: 132. (7) Reactant: [CH:1]1([C@H:5]([NH:13][C:14]([C:16]2[C:25]3[C:20](=[C:21]([F:26])[CH:22]=[CH:23][CH:24]=3)[C:19](=[O:27])[N:18]([NH:28][CH2:29][CH2:30][CH3:31])[C:17]=2[CH2:32]Br)=[O:15])[C:6]2[CH:11]=[CH:10][CH:9]=[C:8]([F:12])[CH:7]=2)[CH2:4][CH2:3][CH2:2]1.[F-:34].[K+]. Product: [CH:1]1([C@H:5]([NH:13][C:14]([C:16]2[C:25]3[C:20](=[C:21]([F:26])[CH:22]=[CH:23][CH:24]=3)[C:19](=[O:27])[N:18]([NH:28][CH2:29][CH2:30][CH3:31])[C:17]=2[CH2:32][F:34])=[O:15])[C:6]2[CH:11]=[CH:10][CH:9]=[C:8]([F:12])[CH:7]=2)[CH2:4][CH2:3][CH2:2]1. The catalyst class is: 6. (8) Reactant: C(OP([CH2:9][C:10]1[N:11]=[CH:12][N:13]([C:15]([C:28]2[CH:33]=[CH:32][CH:31]=[CH:30][CH:29]=2)([C:22]2[CH:27]=[CH:26][CH:25]=[CH:24][CH:23]=2)[C:16]2[CH:21]=[CH:20][CH:19]=[CH:18][CH:17]=2)[CH:14]=1)(=O)OCC)C.CC([O-])(C)C.[K+].[C:40]([C:45]1[CH:50]=[CH:49][CH:48]=[CH:47][CH:46]=1)(=O)[CH:41]([CH3:43])[CH3:42]. Product: [CH3:42][CH:41]([CH3:43])[C:40]([C:45]1[CH:50]=[CH:49][CH:48]=[CH:47][CH:46]=1)=[CH:9][C:10]1[N:11]=[CH:12][N:13]([C:15]([C:22]2[CH:23]=[CH:24][CH:25]=[CH:26][CH:27]=2)([C:16]2[CH:17]=[CH:18][CH:19]=[CH:20][CH:21]=2)[C:28]2[CH:33]=[CH:32][CH:31]=[CH:30][CH:29]=2)[CH:14]=1. The catalyst class is: 1. (9) Reactant: [NH2:1][C:2]1[C:10]2[C:5](=[CH:6][CH:7]=[CH:8][CH:9]=2)[NH:4][C:3]=1[C:11]([O:13][CH2:14][CH3:15])=[O:12].Br[C:17]1[CH:22]=[CH:21][CH:20]=[CH:19][N:18]=1. Product: [N:18]1[CH:19]=[CH:20][CH:21]=[CH:22][C:17]=1[NH:1][C:2]1[C:10]2[C:5](=[CH:6][CH:7]=[CH:8][CH:9]=2)[NH:4][C:3]=1[C:11]([O:13][CH2:14][CH3:15])=[O:12]. The catalyst class is: 866. (10) Reactant: Br[C:2]1[CH:3]=[C:4]2[C:9](=[CH:10][CH:11]=1)[N:8]=[C:7]([C:12]1[O:13][CH:14]=[CH:15][CH:16]=1)[CH:6]=[C:5]2[C:17]([NH:19][C:20]1[CH:21]=[N:22][CH:23]=[CH:24][CH:25]=1)=[O:18]. Product: [O:13]1[CH:14]=[CH:15][CH:16]=[C:12]1[C:7]1[CH:6]=[C:5]([C:17]([NH:19][C:20]2[CH:21]=[N:22][CH:23]=[CH:24][CH:25]=2)=[O:18])[C:4]2[C:9](=[CH:10][CH:11]=[C:2]([C:2]3[CH:3]=[CH:4][CH:9]=[CH:10][CH:11]=3)[CH:3]=2)[N:8]=1. The catalyst class is: 39.